This data is from Forward reaction prediction with 1.9M reactions from USPTO patents (1976-2016). The task is: Predict the product of the given reaction. Given the reactants [F:1][C:2]1[CH:7]=[CH:6][C:5]([F:8])=[CH:4][C:3]=1[C:9]1[CH2:13][N:12]([C:14]([N:16]2[CH:20]=[CH:19][N+](C)=[CH:17]2)=[O:15])[C@H:11](C2C=CC=CC=2)[CH:10]=1.Cl.[F:29][C@H:30]1[C@@H](NC)C[CH2:33][N:32]([CH3:38])[CH2:31]1.[CH2:39](N(CC)CC)[CH3:40].[CH2:46]1[CH2:50]O[CH2:48][CH2:47]1, predict the reaction product. The product is: [F:1][C:2]1[CH:7]=[CH:6][C:5]([F:8])=[CH:4][C:3]=1[C:9]1[CH2:13][N:12]([C:14]([N:16]([C@H:20]2[CH2:19][CH2:33][N:32]([CH3:38])[CH2:31][C@H:30]2[F:29])[CH3:17])=[O:15])[C@H:11]([C:46]2[CH:47]=[CH:48][CH:40]=[CH:39][CH:50]=2)[CH:10]=1.